Dataset: Forward reaction prediction with 1.9M reactions from USPTO patents (1976-2016). Task: Predict the product of the given reaction. (1) Given the reactants C(OC(=O)[NH:7][C:8]1[CH:13]=[CH:12][C:11]([O:14][C:15]2[CH:20]=[CH:19][C:18]([C:21](=[O:30])[NH:22][C:23]3[CH:28]=[CH:27][C:26]([Br:29])=[CH:25][CH:24]=3)=[CH:17][C:16]=2[N+:31]([O-:33])=[O:32])=[CH:10][CH:9]=1)(C)(C)C.FC(F)(F)C(O)=O, predict the reaction product. The product is: [NH2:7][C:8]1[CH:13]=[CH:12][C:11]([O:14][C:15]2[CH:20]=[CH:19][C:18]([C:21]([NH:22][C:23]3[CH:28]=[CH:27][C:26]([Br:29])=[CH:25][CH:24]=3)=[O:30])=[CH:17][C:16]=2[N+:31]([O-:33])=[O:32])=[CH:10][CH:9]=1. (2) Given the reactants [CH3:1][O:2][C:3]1[CH:8]=[CH:7][CH:6]=[CH:5][C:4]=1[C:9]1[C:17]2[C:12](=[N:13][CH:14]=[C:15](B3OC(C)(C)C(C)(C)O3)[CH:16]=2)[N:11]([S:27]([C:30]2[CH:35]=[CH:34][C:33]([CH3:36])=[CH:32][CH:31]=2)(=[O:29])=[O:28])[CH:10]=1.[NH2:37][C:38]1[C:46]([F:47])=[CH:45][C:44](I)=[CH:43][C:39]=1[C:40]([OH:42])=[O:41].C(=O)(O)[O-].[Na+], predict the reaction product. The product is: [NH2:37][C:38]1[C:46]([F:47])=[CH:45][C:44]([C:15]2[CH:16]=[C:17]3[C:9]([C:4]4[CH:5]=[CH:6][CH:7]=[CH:8][C:3]=4[O:2][CH3:1])=[CH:10][N:11]([S:27]([C:30]4[CH:35]=[CH:34][C:33]([CH3:36])=[CH:32][CH:31]=4)(=[O:28])=[O:29])[C:12]3=[N:13][CH:14]=2)=[CH:43][C:39]=1[C:40]([OH:42])=[O:41].